This data is from Full USPTO retrosynthesis dataset with 1.9M reactions from patents (1976-2016). The task is: Predict the reactants needed to synthesize the given product. (1) Given the product [Cl:7][CH2:8][C:9]([N:1]1[CH2:6][CH2:5][O:4][CH2:3][CH2:2]1)=[O:10], predict the reactants needed to synthesize it. The reactants are: [NH:1]1[CH2:6][CH2:5][O:4][CH2:3][CH2:2]1.[Cl:7][CH2:8][C:9](Cl)=[O:10]. (2) Given the product [NH2:1][C:2]1[C:7]([I:9])=[N:6][C:5]([Cl:8])=[CH:4][CH:3]=1, predict the reactants needed to synthesize it. The reactants are: [NH2:1][C:2]1[CH:3]=[CH:4][C:5]([Cl:8])=[N:6][CH:7]=1.[I:9]N1C(=O)CCC1=O.O.CCOCC. (3) Given the product [Br:1][C:2]1[S:6][C:5]([CH2:7][O:27][C:26]2[C:18]([F:17])=[C:19]([C:23]([F:28])=[CH:24][CH:25]=2)[C:20]([NH2:22])=[O:21])=[N:4][C:3]=1[C:9]1[CH:16]=[CH:15][C:12]([C:13]#[N:14])=[CH:11][CH:10]=1, predict the reactants needed to synthesize it. The reactants are: [Br:1][C:2]1[S:6][C:5]([CH2:7]Br)=[N:4][C:3]=1[C:9]1[CH:16]=[CH:15][C:12]([C:13]#[N:14])=[CH:11][CH:10]=1.[F:17][C:18]1[C:26]([OH:27])=[CH:25][CH:24]=[C:23]([F:28])[C:19]=1[C:20]([NH2:22])=[O:21].C(=O)([O-])[O-].[K+].[K+]. (4) Given the product [CH3:32][C:29]([N:33]([CH2:37][CH3:38])[CH2:34][CH2:35][OH:36])([CH3:28])[C:30]#[C:31][C:16]1[CH:15]=[CH:14][C:13]2[C:9]([C:6]3[CH:5]=[CH:4][C:3]([C:2]([F:26])([F:1])[F:27])=[CH:8][CH:7]=3)=[N:10][S:11][C:12]=2[CH:17]=1, predict the reactants needed to synthesize it. The reactants are: [F:1][C:2]([F:27])([F:26])[C:3]1[CH:8]=[CH:7][C:6]([C:9]2[C:13]3[CH:14]=[CH:15][C:16](OS(C(F)(F)F)(=O)=O)=[CH:17][C:12]=3[S:11][N:10]=2)=[CH:5][CH:4]=1.[CH3:28][C:29]([N:33]([CH2:37][CH3:38])[CH2:34][CH2:35][OH:36])([CH3:32])[C:30]#[CH:31]. (5) Given the product [Br:1][C:2]1[C:7]2[C:6](=[N:10][S:9][N:8]=2)[C:5]([CH2:11][OH:14])=[CH:4][CH:3]=1, predict the reactants needed to synthesize it. The reactants are: [Br:1][C:2]1[C:7]2=[N:8][S:9][N:10]=[C:6]2[C:5]([CH2:11]Br)=[CH:4][CH:3]=1.C(=O)([O-])[O-:14].[K+].[K+].